From a dataset of Full USPTO retrosynthesis dataset with 1.9M reactions from patents (1976-2016). Predict the reactants needed to synthesize the given product. Given the product [CH2:20]([C:22]1[O:16][N:15]=[C:13]([C:4]2[S:3][C:2]([NH:1][C:26](=[O:29])[CH2:27][CH3:28])=[N:6][C:5]=2[C:7]2[CH:12]=[CH:11][CH:10]=[CH:9][CH:8]=2)[N:14]=1)[CH3:21], predict the reactants needed to synthesize it. The reactants are: [NH2:1][C:2]1[S:3][C:4]([C:13]([NH:15][OH:16])=[NH:14])=[C:5]([C:7]2[CH:12]=[CH:11][CH:10]=[CH:9][CH:8]=2)[N:6]=1.C(N(C(C)C)[CH:20]([CH3:22])[CH3:21])C.[C:26](Cl)(=[O:29])[CH2:27][CH3:28].Cl.